From a dataset of Forward reaction prediction with 1.9M reactions from USPTO patents (1976-2016). Predict the product of the given reaction. (1) Given the reactants [Cl:1][C:2]1[CH:7]=[CH:6][C:5]([NH:8][C:9](=[O:11])[CH3:10])=[C:4]([F:12])[CH:3]=1.[CH:13](NC(C)C)(C)[CH3:14].[Li]CCCC.ICC.Cl, predict the reaction product. The product is: [Cl:1][C:2]1[CH:7]=[CH:6][C:5]([NH:8][C:9](=[O:11])[CH3:10])=[C:4]([F:12])[C:3]=1[CH2:13][CH3:14]. (2) Given the reactants [N:1]([C:4]([O:6][CH2:7][CH3:8])=[O:5])=[C:2]=S.[Br:9][C:10]1[CH:15]=[CH:14][C:13]([NH2:16])=[CH:12][CH:11]=1.C(N(CC)CC)C.[NH:24]1[CH:28]=[C:27]([C:29]([O:31][CH2:32][CH3:33])=[O:30])[CH:26]=[N:25]1.CCN=C=NCCCN(C)C.Cl, predict the reaction product. The product is: [CH2:32]([O:31][C:29]([C:27]1[CH:28]=[N:24][N:25]([C:2](=[N:16][C:13]2[CH:14]=[CH:15][C:10]([Br:9])=[CH:11][CH:12]=2)[NH:1][C:4]([O:6][CH2:7][CH3:8])=[O:5])[CH:26]=1)=[O:30])[CH3:33].